From a dataset of Reaction yield outcomes from USPTO patents with 853,638 reactions. Predict the reaction yield, written as a fraction of the theoretical maximum amount of product (1.0 means a 100% yield; for example, 0.34 means a 34% yield). (1) The reactants are [Br:1][C:2]1[CH:10]=[CH:9][C:5]([C:6]([OH:8])=O)=[C:4]([CH3:11])[CH:3]=1.[CH:12]1([NH2:15])[CH2:14][CH2:13]1.C(Cl)CCl. The catalyst is C(Cl)Cl. The product is [Br:1][C:2]1[CH:10]=[CH:9][C:5]([C:6]([NH:15][CH:12]2[CH2:14][CH2:13]2)=[O:8])=[C:4]([CH3:11])[CH:3]=1. The yield is 0.734. (2) The reactants are [Cl:1][C:2]1[C:7]([C:8]2[N:12]=[C:11]([C:13]([O:15][CH2:16][CH3:17])=[O:14])[N:10]([CH3:18])[N:9]=2)=[C:6](Cl)[N:5]=[CH:4][N:3]=1.[NH3:20].CCOC(C)=O. The catalyst is C1COCC1. The product is [NH2:20][C:6]1[C:7]([C:8]2[N:12]=[C:11]([C:13]([O:15][CH2:16][CH3:17])=[O:14])[N:10]([CH3:18])[N:9]=2)=[C:2]([Cl:1])[N:3]=[CH:4][N:5]=1. The yield is 0.912. (3) The reactants are F[C:2]1[CH:3]=[N:4][CH:5]=[CH:6][C:7]=1[C:8]1[CH:17]=[CH:16][C:11]([C:12]([O:14]C)=[O:13])=[CH:10][C:9]=1[C:18](=[O:21])[NH:19][CH3:20].C([O-])([O-])=O.[Cs+].[Cs+]. The catalyst is CN(C=O)C.C(OCC)(=O)C.O. The product is [CH3:20][N:19]1[C:6]2[C:7](=[CH:2][CH:3]=[N:4][CH:5]=2)[C:8]2[CH:17]=[CH:16][C:11]([C:12]([OH:14])=[O:13])=[CH:10][C:9]=2[C:18]1=[O:21]. The yield is 0.240. (4) The reactants are Cl[C:2]1[CH:3]=[C:4]([NH2:20])[CH:5]=[C:6]([Cl:19])[C:7]=1[S:8][C:9]1[CH:18]=[CH:17][C:16]2[C:11](=[CH:12][CH:13]=[CH:14][CH:15]=2)[CH:10]=1.N1C=CC=CC=1.[Cl:27][C:28]1[N:33]=[CH:32][C:31]([S:34](Cl)(=[O:36])=[O:35])=[CH:30][CH:29]=1.Cl. The catalyst is C1COCC1. The product is [Cl:19][C:6]1[CH:5]=[C:4]([NH:20][S:34]([C:31]2[CH:32]=[N:33][C:28]([Cl:27])=[CH:29][CH:30]=2)(=[O:36])=[O:35])[CH:3]=[CH:2][C:7]=1[S:8][C:9]1[CH:18]=[CH:17][C:16]2[C:11](=[CH:12][CH:13]=[CH:14][CH:15]=2)[CH:10]=1. The yield is 0.580. (5) The reactants are CO.[CH3:3][O:4][C:5]1[CH:10]=[CH:9][CH:8]=[C:7]([O:11][CH3:12])[C:6]=1[C:13]1[C:21]2[C:16](=[N:17][CH:18]=[C:19]([C:22]3[CH:23]=[C:24]([C:28]([N:30]4[CH2:35][CH2:34][O:33][CH2:32][CH2:31]4)=[O:29])[CH:25]=[CH:26][CH:27]=3)[CH:20]=2)[N:15](S(C2C=CC(C)=CC=2)(=O)=O)[CH:14]=1.[OH-].[K+]. The catalyst is O. The product is [CH3:3][O:4][C:5]1[CH:10]=[CH:9][CH:8]=[C:7]([O:11][CH3:12])[C:6]=1[C:13]1[C:21]2[C:16](=[N:17][CH:18]=[C:19]([C:22]3[CH:23]=[C:24]([C:28]([N:30]4[CH2:31][CH2:32][O:33][CH2:34][CH2:35]4)=[O:29])[CH:25]=[CH:26][CH:27]=3)[CH:20]=2)[NH:15][CH:14]=1. The yield is 0.310. (6) The reactants are [Cl:1][C:2]1[CH:3]=[C:4]2[C:9](=[C:10]([Cl:12])[CH:11]=1)[CH:8]=[N:7][C:6]([NH2:13])=[CH:5]2.[C:14](N1C=CC=CC1=O)(N1C=CC=CC1=O)=[S:15]. The catalyst is ClCCl. The product is [Cl:1][C:2]1[CH:3]=[C:4]2[C:9](=[C:10]([Cl:12])[CH:11]=1)[CH:8]=[N:7][C:6]([N:13]=[C:14]=[S:15])=[CH:5]2. The yield is 0.619. (7) The reactants are C([O:4][C@H:5]([CH3:25])[CH2:6][CH2:7][CH2:8][CH2:9][N:10]1[C:19](=[O:20])[C:18]2[N:17]([CH3:21])[C:16]([CH2:22]O)=[N:15][C:14]=2[N:13]([CH3:24])[C:11]1=[O:12])(=O)C.S(Cl)([Cl:28])=O. No catalyst specified. The product is [OH:4][C@H:5]([CH3:25])[CH2:6][CH2:7][CH2:8][CH2:9][N:10]1[C:19](=[O:20])[C:18]2[N:17]([CH3:21])[C:16]([CH2:22][Cl:28])=[N:15][C:14]=2[N:13]([CH3:24])[C:11]1=[O:12]. The yield is 0.960.